From a dataset of Retrosynthesis with 50K atom-mapped reactions and 10 reaction types from USPTO. Predict the reactants needed to synthesize the given product. (1) Given the product Cc1nc2c(c(=O)[nH]c(=O)n2C)n1Cc1ccccc1, predict the reactants needed to synthesize it. The reactants are: BrCc1ccccc1.Cc1nc2c([nH]1)c(=O)[nH]c(=O)n2C. (2) The reactants are: CC(C)(O)C#Cc1ccc(Br)c([C@H](Cc2cccc(F)c2)NC(=O)OC(C)(C)C)n1.Cn1nc(NS(C)(=O)=O)c2c(Cl)ccc(B3OC(C)(C)C(C)(C)O3)c21. Given the product Cn1nc(NS(C)(=O)=O)c2c(Cl)ccc(-c3ccc(C#CC(C)(C)O)nc3[C@H](Cc3cccc(F)c3)NC(=O)OC(C)(C)C)c21, predict the reactants needed to synthesize it. (3) Given the product COCCCN1C(=O)c2ccccc2C(C(=O)Nc2cccc(OC)c2)C1c1cccs1, predict the reactants needed to synthesize it. The reactants are: COCCCN1C(=O)c2ccccc2C(C(=O)O)C1c1cccs1.COc1cccc(N)c1. (4) Given the product O=C(O)Cc1cccc(N/C(=C2\C(=O)Nc3ccccc32)c2ccccc2)c1, predict the reactants needed to synthesize it. The reactants are: CCOC(=O)Cc1cccc(N/C(=C2\C(=O)Nc3ccccc32)c2ccccc2)c1. (5) Given the product CCOC(=O)CC(NC(=O)C(Cl)c1ccc(Cl)cc1)c1cccc(N)c1, predict the reactants needed to synthesize it. The reactants are: CCOC(=O)CC(NC(=O)C(Cl)c1ccc(Cl)cc1)c1cccc([N+](=O)[O-])c1. (6) Given the product CC(C)n1nc(-c2ccc(O)cc2)c2cccc(Cl)c21, predict the reactants needed to synthesize it. The reactants are: COc1ccc(-c2nn(C(C)C)c3c(Cl)cccc23)cc1. (7) Given the product COc1ccc2c(c1)CCn1c-2cc(NCc2ccc(Oc3cccc(C(F)(F)F)c3)c(F)c2)nc1=O, predict the reactants needed to synthesize it. The reactants are: COc1ccc2c(c1)CCn1c-2cc(Cl)nc1=O.NCc1ccc(Oc2cccc(C(F)(F)F)c2)c(F)c1. (8) Given the product O=C(CCOCc1ccccc1)N1c2ccccc2CCC1CN1CCN(c2ccccc2OCC(F)(F)F)CC1, predict the reactants needed to synthesize it. The reactants are: FC(F)(F)COc1ccccc1N1CCN(CC2CCc3ccccc3N2)CC1.O=C(Cl)CCOCc1ccccc1.